From a dataset of Catalyst prediction with 721,799 reactions and 888 catalyst types from USPTO. Predict which catalyst facilitates the given reaction. (1) Product: [CH2:1]([N:8]1[CH2:13][CH2:12][C:11]2([C:17]3[CH:18]=[CH:19][C:20]([C:37]([NH:36][C:30]4[C:31]([Cl:35])=[CH:32][CH:33]=[CH:34][C:29]=4[Cl:28])=[O:38])=[CH:21][C:16]=3[O:15][CH2:14]2)[CH2:10][CH2:9]1)[C:2]1[CH:7]=[CH:6][CH:5]=[CH:4][CH:3]=1. The catalyst class is: 7. Reactant: [CH2:1]([N:8]1[CH2:13][CH2:12][C:11]2([C:17]3[CH:18]=[CH:19][C:20](Br)=[CH:21][C:16]=3[O:15][CH2:14]2)[CH2:10][CH2:9]1)[C:2]1[CH:7]=[CH:6][CH:5]=[CH:4][CH:3]=1.C([Li])CCC.[Cl:28][C:29]1[CH:34]=[CH:33][CH:32]=[C:31]([Cl:35])[C:30]=1[N:36]=[C:37]=[O:38]. (2) Reactant: [C:1]([NH:4][C:5]1[CH:6]=[C:7]([CH:10]=[CH:11][CH:12]=1)[CH2:8]Cl)(=[O:3])[CH3:2].[OH:13][C:14]1[CH:19]=[CH:18][C:17]([C:20]2[N:25]=[C:24]([C:26]#[N:27])[C:23]3[N:28]=[CH:29][N:30](C)[C:22]=3[CH:21]=2)=[CH:16][C:15]=1[C:32]([F:35])([F:34])[F:33].[I-].[Na+].C(=O)([O-])[O-].[K+].[K+]. Product: [C:1]([NH:4][C:5]1[CH:6]=[C:7]([CH:10]=[CH:11][CH:12]=1)[CH2:8][O:13][C:14]1[CH:19]=[CH:18][C:17]([C:20]2[N:25]=[C:24]([C:26]#[N:27])[C:23]3[N:28]=[CH:29][NH:30][C:22]=3[CH:21]=2)=[CH:16][C:15]=1[C:32]([F:35])([F:34])[F:33])(=[O:3])[CH3:2]. The catalyst class is: 47. (3) Reactant: [Br:1][C:2]1[CH:3]=[CH:4][C:5](=[O:8])[NH:6][CH:7]=1.Br[CH2:10][C:11]([O:13][CH3:14])=[O:12].C([O-])([O-])=O.[K+].[K+]. Product: [Br:1][C:2]1[CH:3]=[CH:4][C:5](=[O:8])[N:6]([CH2:10][C:11]([O:13][CH3:14])=[O:12])[CH:7]=1. The catalyst class is: 16. (4) Reactant: [Si:1]([O:8][C:9]1([C:13]2[S:14][C:15]([C:18]3[CH:19]=[C:20]([N:27]([C:35]4[N:40]=[C:39]([C:41]([F:44])([F:43])[F:42])[CH:38]=[CH:37][N:36]=4)[C:28](=[O:34])[O:29][C:30]([CH3:33])([CH3:32])[CH3:31])[CH:21]=[C:22]([N+:24]([O-])=O)[CH:23]=3)=[CH:16][N:17]=2)[CH2:12][CH2:11][CH2:10]1)([C:4]([CH3:7])([CH3:6])[CH3:5])([CH3:3])[CH3:2]. Product: [NH2:24][C:22]1[CH:21]=[C:20]([N:27]([C:35]2[N:40]=[C:39]([C:41]([F:42])([F:43])[F:44])[CH:38]=[CH:37][N:36]=2)[C:28](=[O:34])[O:29][C:30]([CH3:32])([CH3:33])[CH3:31])[CH:19]=[C:18]([C:15]2[S:14][C:13]([C:9]3([O:8][Si:1]([C:4]([CH3:7])([CH3:6])[CH3:5])([CH3:2])[CH3:3])[CH2:10][CH2:11][CH2:12]3)=[N:17][CH:16]=2)[CH:23]=1. The catalyst class is: 78. (5) Reactant: [H-].[Na+].Cl[CH2:4][O:5][CH3:6].O.[CH:8](=[O:16])[C:9]1[C:10](=[CH:12][CH:13]=[CH:14][CH:15]=1)[OH:11]. Product: [CH3:6][O:5][CH2:4][O:11][C:10]1[CH:12]=[CH:13][CH:14]=[CH:15][C:9]=1[CH:8]=[O:16]. The catalyst class is: 9.